Dataset: NCI-60 drug combinations with 297,098 pairs across 59 cell lines. Task: Regression. Given two drug SMILES strings and cell line genomic features, predict the synergy score measuring deviation from expected non-interaction effect. (1) Synergy scores: CSS=8.95, Synergy_ZIP=0.791, Synergy_Bliss=3.85, Synergy_Loewe=3.26, Synergy_HSA=2.74. Drug 2: C(CCl)NC(=O)N(CCCl)N=O. Drug 1: C1CC(=O)NC(=O)C1N2CC3=C(C2=O)C=CC=C3N. Cell line: SNB-19. (2) Drug 1: CNC(=O)C1=CC=CC=C1SC2=CC3=C(C=C2)C(=NN3)C=CC4=CC=CC=N4. Drug 2: C1C(C(OC1N2C=NC3=C(N=C(N=C32)Cl)N)CO)O. Cell line: IGROV1. Synergy scores: CSS=-5.74, Synergy_ZIP=-0.0136, Synergy_Bliss=-4.61, Synergy_Loewe=-6.32, Synergy_HSA=-5.73. (3) Drug 1: CNC(=O)C1=NC=CC(=C1)OC2=CC=C(C=C2)NC(=O)NC3=CC(=C(C=C3)Cl)C(F)(F)F. Drug 2: C1CCC(C(C1)N)N.C(=O)(C(=O)[O-])[O-].[Pt+4]. Cell line: NCIH23. Synergy scores: CSS=12.7, Synergy_ZIP=-2.03, Synergy_Bliss=2.52, Synergy_Loewe=0.719, Synergy_HSA=2.31. (4) Drug 1: C1C(C(OC1N2C=NC3=C(N=C(N=C32)Cl)N)CO)O. Drug 2: CC1=C2C(C(=O)C3(C(CC4C(C3C(C(C2(C)C)(CC1OC(=O)C(C(C5=CC=CC=C5)NC(=O)OC(C)(C)C)O)O)OC(=O)C6=CC=CC=C6)(CO4)OC(=O)C)O)C)O. Cell line: SF-539. Synergy scores: CSS=5.56, Synergy_ZIP=-4.14, Synergy_Bliss=-4.67, Synergy_Loewe=-2.61, Synergy_HSA=-2.07. (5) Drug 1: CC12CCC3C(C1CCC2=O)CC(=C)C4=CC(=O)C=CC34C. Drug 2: CC1C(C(CC(O1)OC2CC(OC(C2O)C)OC3=CC4=CC5=C(C(=O)C(C(C5)C(C(=O)C(C(C)O)O)OC)OC6CC(C(C(O6)C)O)OC7CC(C(C(O7)C)O)OC8CC(C(C(O8)C)O)(C)O)C(=C4C(=C3C)O)O)O)O. Cell line: OVCAR-8. Synergy scores: CSS=55.1, Synergy_ZIP=1.09, Synergy_Bliss=3.87, Synergy_Loewe=4.61, Synergy_HSA=3.77. (6) Drug 1: CC1CCC2CC(C(=CC=CC=CC(CC(C(=O)C(C(C(=CC(C(=O)CC(OC(=O)C3CCCCN3C(=O)C(=O)C1(O2)O)C(C)CC4CCC(C(C4)OC)O)C)C)O)OC)C)C)C)OC. Drug 2: C1CN(P(=O)(OC1)NCCCl)CCCl. Cell line: OVCAR-8. Synergy scores: CSS=23.4, Synergy_ZIP=-6.28, Synergy_Bliss=-1.30, Synergy_Loewe=-18.0, Synergy_HSA=-1.55. (7) Drug 1: C1=NC2=C(N=C(N=C2N1C3C(C(C(O3)CO)O)O)F)N. Drug 2: C1=NC2=C(N1)C(=S)N=CN2. Cell line: IGROV1. Synergy scores: CSS=4.46, Synergy_ZIP=-1.62, Synergy_Bliss=2.75, Synergy_Loewe=-8.27, Synergy_HSA=0.707. (8) Cell line: A549. Synergy scores: CSS=29.3, Synergy_ZIP=-5.26, Synergy_Bliss=-0.632, Synergy_Loewe=2.18, Synergy_HSA=2.53. Drug 1: CCC1=C2CN3C(=CC4=C(C3=O)COC(=O)C4(CC)O)C2=NC5=C1C=C(C=C5)O. Drug 2: CC1=C(C(=CC=C1)Cl)NC(=O)C2=CN=C(S2)NC3=CC(=NC(=N3)C)N4CCN(CC4)CCO. (9) Drug 1: C1CCC(CC1)NC(=O)N(CCCl)N=O. Drug 2: C1C(C(OC1N2C=NC3=C(N=C(N=C32)Cl)N)CO)O. Cell line: OVCAR-8. Synergy scores: CSS=34.5, Synergy_ZIP=-4.65, Synergy_Bliss=-2.23, Synergy_Loewe=-9.63, Synergy_HSA=0.132. (10) Drug 1: CCCS(=O)(=O)NC1=C(C(=C(C=C1)F)C(=O)C2=CNC3=C2C=C(C=N3)C4=CC=C(C=C4)Cl)F. Drug 2: CCC1(C2=C(COC1=O)C(=O)N3CC4=CC5=C(C=CC(=C5CN(C)C)O)N=C4C3=C2)O.Cl. Cell line: OVCAR-8. Synergy scores: CSS=13.6, Synergy_ZIP=-5.51, Synergy_Bliss=-0.430, Synergy_Loewe=-32.9, Synergy_HSA=-2.25.